Dataset: Forward reaction prediction with 1.9M reactions from USPTO patents (1976-2016). Task: Predict the product of the given reaction. (1) Given the reactants [O:1]=[C:2]1[C:11]2[C:6](=[CH:7][CH:8]=[CH:9][CH:10]=2)[N:5]=[C:4]([CH2:12][CH2:13][CH2:14][C:15]([OH:17])=O)[NH:3]1.[O:18]=[C:19]1[N:23]([CH:24]2[CH2:29][CH2:28][NH:27][CH2:26][CH2:25]2)[C:22]2[CH:30]=[CH:31][CH:32]=[C:33]([C:34]#[N:35])[C:21]=2[NH:20]1, predict the reaction product. The product is: [O:18]=[C:19]1[N:23]([CH:24]2[CH2:25][CH2:26][N:27]([C:15](=[O:17])[CH2:14][CH2:13][CH2:12][C:4]3[NH:3][C:2](=[O:1])[C:11]4[C:6](=[CH:7][CH:8]=[CH:9][CH:10]=4)[N:5]=3)[CH2:28][CH2:29]2)[C:22]2[CH:30]=[CH:31][CH:32]=[C:33]([C:34]#[N:35])[C:21]=2[NH:20]1. (2) Given the reactants Cl[C:2]1[N:11]=[C:10]([NH:12][CH2:13][CH:14]([C:21]2[CH:26]=[CH:25][CH:24]=[CH:23][CH:22]=2)[C:15]2[CH:20]=[CH:19][CH:18]=[CH:17][CH:16]=2)[C:9]2[C:4](=[CH:5][CH:6]=[CH:7][CH:8]=2)[N:3]=1.[C:27]([O:31][C:32]([N:34]1[C:43]2[C:38](=[CH:39][CH:40]=[C:41](B(O)O)[CH:42]=2)[CH2:37][CH2:36][CH2:35]1)=[O:33])([CH3:30])([CH3:29])[CH3:28].C(NC1C2C(=CC=CC=2)N=C(C2SC3C=CC=CC=3C=2)N=1)(C1C=CC=CC=1)C1C=CC=CC=1, predict the reaction product. The product is: [C:15]1([CH:14]([C:21]2[CH:26]=[CH:25][CH:24]=[CH:23][CH:22]=2)[CH2:13][NH:12][C:10]2[C:9]3[C:4](=[CH:5][CH:6]=[CH:7][CH:8]=3)[N:3]=[C:2]([C:41]3[CH:42]=[C:43]4[C:38]([CH2:37][CH2:36][CH2:35][N:34]4[C:32]([O:31][C:27]([CH3:30])([CH3:29])[CH3:28])=[O:33])=[CH:39][CH:40]=3)[N:11]=2)[CH:20]=[CH:19][CH:18]=[CH:17][CH:16]=1. (3) Given the reactants C[O:2][C:3]1[CH:4]=[CH:5][C:6]2[CH2:12][CH2:11][CH2:10][NH:9][CH2:8][C:7]=2[CH:13]=1.[BrH:14], predict the reaction product. The product is: [BrH:14].[OH:2][C:3]1[CH:4]=[CH:5][C:6]2[CH2:12][CH2:11][CH2:10][NH:9][CH2:8][C:7]=2[CH:13]=1. (4) Given the reactants [C:1]1([CH2:7][OH:8])[CH2:6][CH2:5][CH2:4][CH2:3][CH:2]=1.CS(C)=O.[H-].[Na+].S(C1C=CC(C)=CC=1)(O[CH2:19][CH:20]([CH2:25][CH3:26])[CH2:21][CH2:22][CH2:23][CH3:24])(=O)=O, predict the reaction product. The product is: [CH2:25]([CH:20]([CH2:21][CH2:22][CH2:23][CH3:24])[CH2:19][O:8][CH2:7][CH:1]1[CH2:6][CH2:5][CH2:4][CH:3]=[CH:2]1)[CH3:26]. (5) Given the reactants [F:1][C:2]([F:14])([F:13])[C:3]1[CH:8]=[CH:7][N:6]=[C:5]([C:9](OC)=[O:10])[N:4]=1.CC(C[AlH]CC(C)C)C, predict the reaction product. The product is: [F:14][C:2]([F:1])([F:13])[C:3]1[CH:8]=[CH:7][N:6]=[C:5]([CH:9]=[O:10])[N:4]=1. (6) Given the reactants [S:1](=[O:33])(=[O:32])([O:3][CH2:4][C@@H:5]1[C@@H:12]2[C@@H:8]([O:9]C(C)(C)[O:11]2)[C@H:7]([NH:15][C:16]2[CH:21]=[C:20]([NH:22][C@@H:23]3[C:31]4[C:26](=[CH:27][CH:28]=[CH:29][CH:30]=4)[CH2:25][CH2:24]3)[N:19]=[CH:18][N:17]=2)[CH2:6]1)[NH2:2].FC(F)(F)C(O)=O.O, predict the reaction product. The product is: [S:1](=[O:33])(=[O:32])([O:3][CH2:4][C@H:5]1[CH2:6][C@@H:7]([NH:15][C:16]2[CH:21]=[C:20]([NH:22][C@@H:23]3[C:31]4[C:26](=[CH:27][CH:28]=[CH:29][CH:30]=4)[CH2:25][CH2:24]3)[N:19]=[CH:18][N:17]=2)[C@H:8]([OH:9])[C@@H:12]1[OH:11])[NH2:2]. (7) Given the reactants Br[C:2]1[CH:7]=[CH:6][C:5]([C@@H:8]([N:10]2[CH2:15][CH2:14][C@:13]([CH2:22][CH2:23][CH2:24][N:25]3[CH2:29][CH2:28][CH2:27][C:26]3=[O:30])([C:16]3[CH:21]=[CH:20][CH:19]=[CH:18][CH:17]=3)[O:12][C:11]2=[O:31])[CH3:9])=[CH:4][CH:3]=1.[CH3:32][C:33]1[CH:38]=[C:37](B(O)O)[CH:36]=[CH:35][N:34]=1, predict the reaction product. The product is: [CH3:32][C:33]1[CH:38]=[C:37]([C:2]2[CH:7]=[CH:6][C:5]([C@@H:8]([N:10]3[CH2:15][CH2:14][C@:13]([CH2:22][CH2:23][CH2:24][N:25]4[CH2:29][CH2:28][CH2:27][C:26]4=[O:30])([C:16]4[CH:21]=[CH:20][CH:19]=[CH:18][CH:17]=4)[O:12][C:11]3=[O:31])[CH3:9])=[CH:4][CH:3]=2)[CH:36]=[CH:35][N:34]=1.